This data is from Catalyst prediction with 721,799 reactions and 888 catalyst types from USPTO. The task is: Predict which catalyst facilitates the given reaction. (1) Reactant: [O:1]=[C:2]1[C:11]2[C:6](=[CH:7][C:8]([CH2:12][CH:13]=O)=[CH:9][CH:10]=2)[CH:5]=[CH:4][O:3]1.[N:15]1([C:21]([O:23][C:24]([CH3:27])([CH3:26])[CH3:25])=[O:22])[CH2:20][CH2:19][NH:18][CH2:17][CH2:16]1.C(O[BH-](OC(=O)C)OC(=O)C)(=O)C.[Na+]. Product: [O:1]=[C:2]1[C:11]2[C:6](=[CH:7][C:8]([CH2:12][CH2:13][N:18]3[CH2:17][CH2:16][N:15]([C:21]([O:23][C:24]([CH3:27])([CH3:26])[CH3:25])=[O:22])[CH2:20][CH2:19]3)=[CH:9][CH:10]=2)[CH:5]=[CH:4][O:3]1. The catalyst class is: 68. (2) Reactant: [C:1]1([C:7]#[C:8][C:9]2[CH:19]=[CH:18][C:12]([C:13]([O:15]CC)=[O:14])=[CH:11][CH:10]=2)[CH:6]=[CH:5][CH:4]=[CH:3][CH:2]=1.CO.[Li+].[OH-].Cl. Product: [C:1]1([C:7]#[C:8][C:9]2[CH:10]=[CH:11][C:12]([C:13]([OH:15])=[O:14])=[CH:18][CH:19]=2)[CH:2]=[CH:3][CH:4]=[CH:5][CH:6]=1. The catalyst class is: 20. (3) Reactant: [CH:1](=O)[C:2]1[CH:7]=[CH:6][CH:5]=[CH:4][CH:3]=1.[CH2:9]([O:11][CH:12]([O:15][CH2:16][CH3:17])[CH2:13][NH2:14])[CH3:10].C(O)(=O)C.C([BH3-])#N.[Na+]. Product: [CH2:1]([NH:14][CH2:13][CH:12]([O:15][CH2:16][CH3:17])[O:11][CH2:9][CH3:10])[C:2]1[CH:7]=[CH:6][CH:5]=[CH:4][CH:3]=1. The catalyst class is: 5.